From a dataset of Full USPTO retrosynthesis dataset with 1.9M reactions from patents (1976-2016). Predict the reactants needed to synthesize the given product. (1) Given the product [CH3:26][CH:27]1[CH2:32][CH2:31][N:30]([C:6]([O:5][CH2:1][CH2:2][CH:13]2[CH2:12][CH2:11][CH2:10][CH2:9][N:8]2[C:6]([O:5][C:1]([CH3:2])([CH3:3])[CH3:4])=[O:7])=[O:7])[CH2:29][CH2:28]1, predict the reactants needed to synthesize it. The reactants are: [C:1]([O:5][C:6]([N:8]1[CH2:13][CH2:12][CH:11](CCOC(OC2C=CC=CC=2)=O)[CH2:10][CH2:9]1)=[O:7])([CH3:4])([CH3:3])[CH3:2].[CH3:26][CH:27]1[CH2:32][CH2:31][NH:30][CH2:29][CH2:28]1. (2) Given the product [F:20][C:21]1([F:29])[CH2:26][CH2:25][CH2:24][CH:23]([CH2:27][NH:28][C:11]([C:9]2[CH:8]=[C:7]([CH:14]3[CH2:18][CH2:17][CH2:16][O:15]3)[N:6]3[C:10]=2[C:2]([Cl:1])=[CH:3][CH:4]=[CH:5]3)=[O:13])[CH2:22]1, predict the reactants needed to synthesize it. The reactants are: [Cl:1][C:2]1[C:10]2[N:6]([C:7]([CH:14]3[CH2:18][CH2:17][CH2:16][O:15]3)=[CH:8][C:9]=2[C:11]([OH:13])=O)[CH:5]=[CH:4][CH:3]=1.Cl.[F:20][C:21]1([F:29])[CH2:26][CH2:25][CH2:24][CH:23]([CH2:27][NH2:28])[CH2:22]1.Cl.CN(C)CCCN=C=NCC.N1(O)C2C=CC=CC=2N=N1.C(N(C(C)C)C(C)C)C. (3) Given the product [Br:1][C:2]1[CH:7]=[C:6]([CH:8]2[CH2:12][CH2:11][CH2:10][N:9]2[C:19](=[O:21])[CH3:20])[CH:5]=[N:4][CH:3]=1, predict the reactants needed to synthesize it. The reactants are: [Br:1][C:2]1[CH:3]=[N:4][CH:5]=[C:6]([CH:8]2[CH2:12][CH2:11][CH2:10][NH:9]2)[CH:7]=1.N1C=CC=CC=1.[C:19](OC(=O)C)(=[O:21])[CH3:20]. (4) Given the product [CH2:30]([N:16]1[C:15](=[O:20])[C:14]2([CH2:13][CH2:12][NH:11][CH2:22][CH2:21]2)[O:18][C:17]1=[O:19])[CH2:31][CH3:32], predict the reactants needed to synthesize it. The reactants are: C(OC([N:11]1[CH2:22][CH2:21][C:14]2([O:18][C:17](=[O:19])[NH:16][C:15]2=[O:20])[CH2:13][CH2:12]1)=O)C1C=CC=CC=1.C(=O)([O-])[O-].[K+].[K+].Br[CH2:30][CH2:31][CH3:32]. (5) Given the product [OH:8][CH2:7][CH2:6][C@@H:5]([CH3:10])[CH2:4][C:3]([O:2][CH3:1])=[O:11], predict the reactants needed to synthesize it. The reactants are: [CH3:1][O:2][C:3](=[O:11])[CH2:4][C@H:5]([CH3:10])[CH2:6][C:7](O)=[O:8].S(C)C. (6) The reactants are: [CH:1]([C:3]1[NH:7][C:6]([C:8]([O:10][CH3:11])=[O:9])=[CH:5][CH:4]=1)=[O:2].[H-].[Na+].[CH3:14]I. Given the product [CH:1]([C:3]1[N:7]([CH3:14])[C:6]([C:8]([O:10][CH3:11])=[O:9])=[CH:5][CH:4]=1)=[O:2], predict the reactants needed to synthesize it. (7) Given the product [CH:8]([C:7]1[CH:10]=[CH:11][C:4]([C:1]([O:3][C:14]([CH3:20])([C:15]([F:18])([F:17])[F:16])[C:13]([F:22])([F:21])[F:12])=[O:2])=[CH:5][CH:6]=1)=[O:9], predict the reactants needed to synthesize it. The reactants are: [C:1]([C:4]1[CH:11]=[CH:10][C:7]([CH:8]=[O:9])=[CH:6][CH:5]=1)([OH:3])=[O:2].[F:12][C:13]([F:22])([F:21])[C:14]([CH3:20])(O)[C:15]([F:18])([F:17])[F:16].CCN=C=NCCCN(C)C. (8) The reactants are: Cl.[Cl:2][C:3]1[C:18]([C:19]([F:22])([F:21])[F:20])=[CH:17][C:6]2[N:7]([CH:11]3[CH2:16][CH2:15][NH:14][CH2:13][CH2:12]3)[C:8](=[O:10])[NH:9][C:5]=2[CH:4]=1.C(N(CC)CC)C.[O:30]1[CH2:35][CH2:34][C:33](=O)[CH2:32][CH2:31]1.C(O[BH-](OC(=O)C)OC(=O)C)(=O)C.[Na+]. Given the product [Cl:2][C:3]1[C:18]([C:19]([F:20])([F:21])[F:22])=[CH:17][C:6]2[N:7]([CH:11]3[CH2:16][CH2:15][N:14]([CH:33]4[CH2:34][CH2:35][O:30][CH2:31][CH2:32]4)[CH2:13][CH2:12]3)[C:8](=[O:10])[NH:9][C:5]=2[CH:4]=1, predict the reactants needed to synthesize it. (9) Given the product [F:18][C:19]1[CH:27]=[CH:26][C:22]([C:23]([N:14]2[CH2:15][CH2:16][C:11]3[O:10][C:9]([C:6]4[CH:5]=[CH:4][C:3]([F:2])=[CH:8][CH:7]=4)=[N:17][C:12]=3[CH2:13]2)=[O:24])=[CH:21][CH:20]=1, predict the reactants needed to synthesize it. The reactants are: Cl.[F:2][C:3]1[CH:8]=[CH:7][C:6]([C:9]2[O:10][C:11]3[CH2:16][CH2:15][NH:14][CH2:13][C:12]=3[N:17]=2)=[CH:5][CH:4]=1.[F:18][C:19]1[CH:27]=[CH:26][C:22]([C:23](O)=[O:24])=[CH:21][CH:20]=1.CCN=C=NCCCN(C)C. (10) Given the product [N:4]1[CH2:1][CH2:3][CH2:7][C:5]=1[CH:6]=[C:14]([NH:15][CH2:16][CH3:17])[CH3:13], predict the reactants needed to synthesize it. The reactants are: [CH:1]([NH:4][CH:5]([CH3:7])[CH3:6])([CH3:3])C.[Li]CCCC.[CH3:13][C:14]1C[CH2:17][CH2:16][N:15]=1.C(OC(=O)C)C.